From a dataset of Full USPTO retrosynthesis dataset with 1.9M reactions from patents (1976-2016). Predict the reactants needed to synthesize the given product. (1) Given the product [N:44]1[CH:45]=[CH:46][CH:47]=[CH:48][C:43]=1[C:2]1[CH:3]=[CH:4][CH:5]=[C:6]([CH:9]=1)[CH:7]=[O:8], predict the reactants needed to synthesize it. The reactants are: Br[C:2]1[CH:3]=[CH:4][C:5](OC2C=CC(Cl)=C(Cl)C=2)=[C:6]([CH:9]=1)[CH:7]=[O:8].B1(B2OC(C)(C)C(C)(C)O2)OC(C)(C)C(C)(C)O1.C([O-])(=O)C.[K+].Br[C:43]1[CH:48]=[CH:47][CH:46]=[CH:45][N:44]=1.C([O-])([O-])=O.[Na+].[Na+]. (2) Given the product [F:37][C:38]1[CH:39]=[CH:40][C:41]([C:45]2[S:46][CH:47]=[C:48]([CH3:50])[N:49]=2)=[C:42]([NH:43][C:29]([O:1][CH2:2][CH:3]2[CH2:8][CH2:7][N:6]([C:9]([O:11][C:12]([CH3:15])([CH3:14])[CH3:13])=[O:10])[CH2:5][CH2:4]2)=[O:35])[CH:44]=1, predict the reactants needed to synthesize it. The reactants are: [OH:1][CH2:2][CH:3]1[CH2:8][CH2:7][N:6]([C:9]([O:11][C:12]([CH3:15])([CH3:14])[CH3:13])=[O:10])[CH2:5][CH2:4]1.C(N(CC)C(C)C)(C)C.ClC(Cl)(O[C:29](=[O:35])OC(Cl)(Cl)Cl)Cl.[F:37][C:38]1[CH:39]=[CH:40][C:41]([C:45]2[S:46][CH:47]=[C:48]([CH3:50])[N:49]=2)=[C:42]([CH:44]=1)[NH2:43]. (3) The reactants are: [C:1]12([CH3:11])[C:8]([CH3:10])([CH3:9])[CH:5]([CH2:6][CH2:7]1)[CH2:4][C:2]2=O.[N:12]1[CH:17]=[CH:16][CH:15]=[CH:14][C:13]=1[CH2:18][NH2:19].B(F)(F)F.CCOCC.O. Given the product [N:12]1[CH:17]=[CH:16][CH:15]=[CH:14][C:13]=1[CH2:18]/[N:19]=[C:2]1\[C@@:1]2([CH3:11])[C:8]([CH3:10])([CH3:9])[CH:5]([CH2:4]\1)[CH2:6][CH2:7]2, predict the reactants needed to synthesize it. (4) Given the product [CH3:3][O:4][C:41]([C:38]1[S:37][C:33]2[N:34]=[CH:35][N:36]=[C:31]([NH:30][C:24]3[CH:25]=[CH:26][C:27]([F:29])=[CH:28][C:23]=3[O:22][C@H:17]3[CH2:18][C@@H:19]([CH2:20][OH:21])[NH:15][CH2:16]3)[C:32]=2[C:39]=1[CH3:40])=[O:42], predict the reactants needed to synthesize it. The reactants are: FC(F)(F)[C:3](O)=[O:4].C(OC([N:15]1[C@H:19]([CH2:20][OH:21])[CH2:18][C@H:17]([O:22][C:23]2[CH:28]=[C:27]([F:29])[CH:26]=[CH:25][C:24]=2[NH:30][C:31]2[C:32]3[C:39]([CH3:40])=[C:38]([C:41](N)=[O:42])[S:37][C:33]=3[N:34]=[CH:35][N:36]=2)[CH2:16]1)=O)(C)(C)C. (5) Given the product [Br:3][C:4]1[CH:5]=[C:6]([C:17]([NH:22][CH2:23][C:24]2[C:25](=[O:32])[NH:26][C:27]([CH3:31])=[CH:28][C:29]=2[CH3:30])=[O:19])[C:7]2[CH:12]=[N:11][N:10]([CH:13]3[CH2:14][CH2:15][CH2:16]3)[C:8]=2[N:9]=1, predict the reactants needed to synthesize it. The reactants are: [OH-].[Na+].[Br:3][C:4]1[CH:5]=[C:6]([C:17]([O:19]CC)=O)[C:7]2[CH:12]=[N:11][N:10]([CH:13]3[CH2:16][CH2:15][CH2:14]3)[C:8]=2[N:9]=1.[NH2:22][CH2:23][C:24]1[C:25](=[O:32])[NH:26][C:27]([CH3:31])=[CH:28][C:29]=1[CH3:30].C1CN([P+](ON2N=NC3C=CC=CC2=3)(N2CCCC2)N2CCCC2)CC1.F[P-](F)(F)(F)(F)F. (6) The reactants are: C(OC1N=C2C(N=C(OC)N2CCCC2CCCCN2)=C(N)N=1)CCC.[NH2:27][C:28]1[N:36]=[C:35]([O:37][CH2:38][CH2:39][CH2:40][CH3:41])[N:34]=[C:33]2[C:29]=1[N:30]=[C:31]([O:59][CH3:60])[N:32]2[CH2:42][CH:43]1[CH2:48][CH2:47][CH2:46][N:45](C(OCC2C=CC=CC=2)=O)[CH2:44]1. Given the product [CH2:38]([O:37][C:35]1[N:34]=[C:33]2[C:29]([N:30]=[C:31]([O:59][CH3:60])[N:32]2[CH2:42][CH:43]2[CH2:48][CH2:47][CH2:46][NH:45][CH2:44]2)=[C:28]([NH2:27])[N:36]=1)[CH2:39][CH2:40][CH3:41], predict the reactants needed to synthesize it. (7) Given the product [Cl:8][C:4]1[CH:5]=[CH:6][CH:7]=[C:2]([Cl:1])[C:3]=1[N:9]1[C:13](=[O:14])[NH:12][C:11]([C:15]2[CH:24]=[CH:23][C:18]([C:19]([NH:32][C:31]3[CH:33]=[CH:34][C:28]([F:27])=[C:29]([C:35]([F:38])([F:36])[F:37])[CH:30]=3)=[O:21])=[C:17]([O:25][CH3:26])[CH:16]=2)=[N:10]1, predict the reactants needed to synthesize it. The reactants are: [Cl:1][C:2]1[CH:7]=[CH:6][CH:5]=[C:4]([Cl:8])[C:3]=1[N:9]1[C:13](=[O:14])[NH:12][C:11]([C:15]2[CH:24]=[CH:23][C:18]([C:19]([O:21]C)=O)=[C:17]([O:25][CH3:26])[CH:16]=2)=[N:10]1.[F:27][C:28]1[CH:34]=[CH:33][C:31]([NH2:32])=[CH:30][C:29]=1[C:35]([F:38])([F:37])[F:36].C[Al](C)C.